From a dataset of Full USPTO retrosynthesis dataset with 1.9M reactions from patents (1976-2016). Predict the reactants needed to synthesize the given product. (1) Given the product [F:19][C:16]([F:17])([F:18])[C:13]1[N:11]2[N:12]=[C:7]([N:1]3[CH2:2][CH2:3][N:4]([CH2:20][C:22]4[CH:23]=[C:24]([NH:28][C:29](=[O:31])[CH3:30])[CH:25]=[CH:26][CH:27]=4)[CH2:5][CH2:6]3)[CH:8]=[CH:9][C:10]2=[N:15][N:14]=1, predict the reactants needed to synthesize it. The reactants are: [N:1]1([C:7]2[CH:8]=[CH:9][C:10]3[N:11]([C:13]([C:16]([F:19])([F:18])[F:17])=[N:14][N:15]=3)[N:12]=2)[CH2:6][CH2:5][NH:4][CH2:3][CH2:2]1.[CH:20]([C:22]1[CH:23]=[C:24]([NH:28][C:29](=[O:31])[CH3:30])[CH:25]=[CH:26][CH:27]=1)=O. (2) Given the product [CH2:1]([N:5]([C:21](=[O:29])[C:22]1[CH:27]=[CH:26][CH:25]=[CH:24][C:23]=1[Cl:28])[C:6]1[S:10][C:9]([C:11]2[CH:12]=[CH:13][C:14]([C:15]([OH:17])=[O:16])=[CH:19][CH:20]=2)=[N:8][N:7]=1)[CH2:2][CH2:3][CH3:4], predict the reactants needed to synthesize it. The reactants are: [CH2:1]([N:5]([C:21](=[O:29])[C:22]1[CH:27]=[CH:26][CH:25]=[CH:24][C:23]=1[Cl:28])[C:6]1[S:10][C:9]([C:11]2[CH:20]=[CH:19][C:14]([C:15]([O:17]C)=[O:16])=[CH:13][CH:12]=2)=[N:8][N:7]=1)[CH2:2][CH2:3][CH3:4]. (3) The reactants are: [Br:1][C:2]1[CH:7]=[C:6]([CH2:8][OH:9])[CH:5]=[CH:4][N:3]=1.[Si:10](Cl)([C:13]([CH3:16])([CH3:15])[CH3:14])([CH3:12])[CH3:11].N1C=CN=C1. Given the product [Br:1][C:2]1[CH:7]=[C:6]([CH2:8][O:9][Si:10]([C:13]([CH3:16])([CH3:15])[CH3:14])([CH3:12])[CH3:11])[CH:5]=[CH:4][N:3]=1, predict the reactants needed to synthesize it. (4) Given the product [CH3:17][C:18]1[CH:27]=[CH:26][C:25]2[C:20](=[CH:21][CH:22]=[C:23]([CH2:28][C:29]3[N:13]4[N:14]=[C:9]([C:3]5[CH:4]=[CH:5][CH:6]=[CH:7][CH:8]=5)[CH:10]=[CH:11][C:12]4=[N:15][N:16]=3)[CH:24]=2)[N:19]=1, predict the reactants needed to synthesize it. The reactants are: Cl.Cl.[C:3]1([C:9]2[N:14]=[N:13][C:12]([NH:15][NH2:16])=[CH:11][CH:10]=2)[CH:8]=[CH:7][CH:6]=[CH:5][CH:4]=1.[CH3:17][C:18]1[CH:27]=[CH:26][C:25]2[C:20](=[CH:21][CH:22]=[C:23]([CH2:28][C:29](O)=O)[CH:24]=2)[N:19]=1.Cl.CN(C)CCCN=C=NCC.O.ON1C2C=CC=CC=2N=N1.C(=O)([O-])[O-].[K+].[K+]. (5) Given the product [CH3:12][O:13][C:14]([C:15]([CH3:28])([CH3:27])[CH2:16][C:17]1[CH:18]=[C:19]([CH3:26])[C:20]([C:24]2[NH:1][C:2]3[CH:3]=[C:4]([C:9]([OH:11])=[O:10])[CH:5]=[CH:6][C:7]=3[N:8]=2)=[C:21]([CH3:23])[CH:22]=1)=[O:29], predict the reactants needed to synthesize it. The reactants are: [NH2:1][C:2]1[CH:3]=[C:4]([C:9]([OH:11])=[O:10])[CH:5]=[CH:6][C:7]=1[NH2:8].[CH3:12][O:13][C:14](=[O:29])[C:15]([CH3:28])([CH3:27])[CH2:16][C:17]1[CH:22]=[C:21]([CH3:23])[C:20]([CH:24]=O)=[C:19]([CH3:26])[CH:18]=1.OOS([O-])=O.[K+].O. (6) Given the product [Cl:23][C:24]1[CH:25]=[C:26]([C:30]2[C:31]3[C:54](=[O:55])[NH:53][CH2:52][C:32]=3[N:33]([CH2:37][C:38]([NH:40][C:41]3[CH:42]=[CH:43][C:44]([C:47]4[NH:51][N:50]=[N:49][N:48]=4)=[CH:45][CH:46]=3)=[O:39])[C:34](=[O:36])[CH:35]=2)[CH:27]=[CH:28][CH:29]=1, predict the reactants needed to synthesize it. The reactants are: [N+]([O-])([O-])=O.[Ce+4].[NH4+].[N+]([O-])([O-])=O.[N+]([O-])([O-])=O.[N+]([O-])([O-])=O.[N+]([O-])([O-])=O.[Cl:23][C:24]1[CH:25]=[C:26]([CH:30]2[CH2:35][C:34](=[O:36])[N:33]([CH2:37][C:38]([NH:40][C:41]3[CH:46]=[CH:45][C:44]([C:47]4[NH:51][N:50]=[N:49][N:48]=4)=[CH:43][CH:42]=3)=[O:39])[C:32]3[CH2:52][NH:53][C:54](=[O:55])[C:31]2=3)[CH:27]=[CH:28][CH:29]=1. (7) Given the product [Cl:32][C:7]1([I:9])[CH:6]=[CH:5][CH:3]([NH2:4])[C:2]([C:22]2[NH:21][N:20]=[N:19][N:18]=2)([CH3:1])[CH2:8]1, predict the reactants needed to synthesize it. The reactants are: [CH3:1][C:2]1[CH:8]=[C:7]([I:9])[CH:6]=[CH:5][C:3]=1[NH2:4].[Li+].CC([N-]C(C)C)C.[NH:18]1[C:22](C2C=C(Cl)C=CC=2F)=[N:21][N:20]=[N:19]1.C(Cl)[Cl:32]. (8) Given the product [C:1]([O:5][C:6](=[O:26])[NH:7][CH:8]1[CH2:13][CH2:12][N:11]([CH2:14][C:15]2[CH:16]=[CH:17][N:18]3[C:23]=2[C:22]([NH:42][C:30]2[CH:31]=[CH:32][C:33]([O:34][CH2:35][C:36]4[CH:37]=[N:38][CH:39]=[CH:40][CH:41]=4)=[C:28]([Cl:27])[CH:29]=2)=[N:21][CH:20]=[N:19]3)[CH2:10][CH2:9]1)([CH3:4])([CH3:3])[CH3:2], predict the reactants needed to synthesize it. The reactants are: [C:1]([O:5][C:6](=[O:26])[NH:7][CH:8]1[CH2:13][CH2:12][N:11]([CH2:14][C:15]2[CH:16]=[CH:17][N:18]3[C:23]=2[C:22](SC)=[N:21][CH:20]=[N:19]3)[CH2:10][CH2:9]1)([CH3:4])([CH3:3])[CH3:2].[Cl:27][C:28]1[CH:29]=[C:30]([NH2:42])[CH:31]=[CH:32][C:33]=1[O:34][CH2:35][C:36]1[CH:37]=[N:38][CH:39]=[CH:40][CH:41]=1. (9) Given the product [C:21]1([P:14](=[C:2]2[CH2:3][C:4](=[O:6])[NH:5][C:1]2=[O:7])([C:8]2[CH:9]=[CH:10][CH:11]=[CH:12][CH:13]=2)[C:15]2[CH:20]=[CH:19][CH:18]=[CH:17][CH:16]=2)[CH:22]=[CH:23][CH:24]=[CH:25][CH:26]=1, predict the reactants needed to synthesize it. The reactants are: [C:1]1(=[O:7])[NH:5][C:4](=[O:6])[CH:3]=[CH:2]1.[C:8]1([P:14]([C:21]2[CH:26]=[CH:25][CH:24]=[CH:23][CH:22]=2)[C:15]2[CH:20]=[CH:19][CH:18]=[CH:17][CH:16]=2)[CH:13]=[CH:12][CH:11]=[CH:10][CH:9]=1.